Dataset: Forward reaction prediction with 1.9M reactions from USPTO patents (1976-2016). Task: Predict the product of the given reaction. (1) Given the reactants Cl[C:2]1[N:7]=[CH:6][N:5]=[C:4]([NH:8][C:9]2[CH:10]=[C:11]3[C:15](=[CH:16][CH:17]=2)[N:14]([CH2:18][C:19]2[CH:24]=[CH:23][CH:22]=[CH:21][N:20]=2)[N:13]=[CH:12]3)[N:3]=1.CCN(C(C)C)C(C)C.[NH2:34][C:35]1[CH:36]=[C:37]([NH:41][C:42](=[O:45])[CH:43]=[CH2:44])[CH:38]=[CH:39][CH:40]=1, predict the reaction product. The product is: [N:20]1[CH:21]=[CH:22][CH:23]=[CH:24][C:19]=1[CH2:18][N:14]1[C:15]2[C:11](=[CH:10][C:9]([NH:8][C:4]3[N:5]=[CH:6][N:7]=[C:2]([NH:34][C:35]4[CH:36]=[C:37]([NH:41][C:42](=[O:45])[CH:43]=[CH2:44])[CH:38]=[CH:39][CH:40]=4)[N:3]=3)=[CH:17][CH:16]=2)[CH:12]=[N:13]1. (2) Given the reactants [N:1]1[CH:6]=[CH:5][CH:4]=[C:3]([C:7]2[O:11][C:10]([C:12]([O-:14])=O)=[N:9][CH:8]=2)[CH:2]=1.[Li+].CN(C(ON1N=NC2C=CC=CC1=2)=[N+](C)C)C.[B-](F)(F)(F)F.C1C=CC2N(O)N=NC=2C=1.[ClH:48].Cl.[N:50]12[CH2:57][C@@H:54]([CH2:55][CH2:56]1)[NH:53][CH2:52][CH2:51]2.C(N(C(C)C)CC)(C)C.Cl, predict the reaction product. The product is: [ClH:48].[ClH:48].[N:50]12[CH2:57][C@@H:54]([CH2:55][CH2:56]1)[N:53]([C:12]([C:10]1[O:11][C:7]([C:3]3[CH:2]=[N:1][CH:6]=[CH:5][CH:4]=3)=[CH:8][N:9]=1)=[O:14])[CH2:52][CH2:51]2. (3) Given the reactants [O:1]1[CH2:6][CH2:5][CH2:4][CH2:3][CH:2]1[N:7]1[C:11](B2OC(C)(C)C(C)(C)O2)=[CH:10][CH:9]=[N:8]1.Br[C:22]1[CH:29]=[CH:28][C:25]([C:26]#[N:27])=[C:24]([Cl:30])[CH:23]=1.C(=O)([O-])[O-].[Na+].[Na+].O, predict the reaction product. The product is: [Cl:30][C:24]1[CH:23]=[C:22]([C:11]2[N:7]([CH:2]3[CH2:3][CH2:4][CH2:5][CH2:6][O:1]3)[N:8]=[CH:9][CH:10]=2)[CH:29]=[CH:28][C:25]=1[C:26]#[N:27].